Dataset: Full USPTO retrosynthesis dataset with 1.9M reactions from patents (1976-2016). Task: Predict the reactants needed to synthesize the given product. (1) The reactants are: [O:1]1[CH2:18][CH:2]1[CH2:3][O:4][C:5]1[CH:17]=[CH:16][CH:15]=[CH:14][C:6]=1[CH2:7][C@H:8]1[CH2:13][CH2:12][O:11][C:9]1=[O:10].[CH:19]1[C:28]2[C:23](=[CH:24][CH:25]=[CH:26][CH:27]=2)[CH:22]=[CH:21][C:20]=1[CH:29]1[CH2:34][CH2:33][NH:32][CH2:31][CH2:30]1. Given the product [OH:1][CH:2]([CH2:18][N:32]1[CH2:33][CH2:34][CH:29]([C:20]2[CH:21]=[CH:22][C:23]3[C:28](=[CH:27][CH:26]=[CH:25][CH:24]=3)[CH:19]=2)[CH2:30][CH2:31]1)[CH2:3][O:4][C:5]1[CH:17]=[CH:16][CH:15]=[CH:14][C:6]=1[CH2:7][C@H:8]1[CH2:13][CH2:12][O:11][C:9]1=[O:10], predict the reactants needed to synthesize it. (2) Given the product [CH3:19][S:16]([CH2:15][C:11]1[CH:10]=[C:9]([NH:8][C:4]2[N:3]=[C:2]([C:25]3[CH:26]=[CH:27][CH:28]=[CH:29][C:24]=3[O:23][CH2:22][C:21]([F:20])([F:34])[F:33])[N:7]=[CH:6][N:5]=2)[CH:14]=[CH:13][CH:12]=1)(=[O:18])=[O:17], predict the reactants needed to synthesize it. The reactants are: Cl[C:2]1[N:7]=[CH:6][N:5]=[C:4]([NH:8][C:9]2[CH:14]=[CH:13][CH:12]=[C:11]([CH2:15][S:16]([CH3:19])(=[O:18])=[O:17])[CH:10]=2)[N:3]=1.[F:20][C:21]([F:34])([F:33])[CH2:22][O:23][C:24]1[CH:29]=[CH:28][CH:27]=[CH:26][C:25]=1B(O)O. (3) The reactants are: [CH2:1]([C:6]1[CH:38]=[CH:37][C:9]([CH2:10][N:11]([C:23](=[O:36])[CH:24]=[CH:25][C:26]2[CH:31]=[CH:30][C:29]([C:32]([F:35])([F:34])[F:33])=[CH:28][CH:27]=2)[C@@H:12]([CH2:16][C:17]2[CH:22]=[CH:21][CH:20]=[CH:19][CH:18]=2)[C:13](O)=[O:14])=[CH:8][CH:7]=1)[CH2:2][CH2:3][CH2:4][CH3:5].CN(C(ON1N=NC2C=CC=CC1=2)=[N+](C)C)C.[B-](F)(F)(F)F.CCN(C(C)C)C(C)C.Br.[C:71]([N:88]1[CH2:93][CH2:92][NH:91][CH2:90][CH2:89]1)([O:73][CH2:74][CH:75]1[C:87]2[C:82](=[CH:83][CH:84]=[CH:85][CH:86]=2)[C:81]2[C:76]1=[CH:77][CH:78]=[CH:79][CH:80]=2)=[O:72]. Given the product [CH:86]1[C:87]2[CH:75]([CH2:74][O:73][C:71]([N:88]3[CH2:89][CH2:90][N:91]([C:13](=[O:14])[C@@H:12]([N:11]([CH2:10][C:9]4[CH:37]=[CH:38][C:6]([CH2:1][CH2:2][CH2:3][CH2:4][CH3:5])=[CH:7][CH:8]=4)[C:23](=[O:36])[CH:24]=[CH:25][C:26]4[CH:31]=[CH:30][C:29]([C:32]([F:34])([F:35])[F:33])=[CH:28][CH:27]=4)[CH2:16][C:17]4[CH:22]=[CH:21][CH:20]=[CH:19][CH:18]=4)[CH2:92][CH2:93]3)=[O:72])[C:76]3[C:81](=[CH:80][CH:79]=[CH:78][CH:77]=3)[C:82]=2[CH:83]=[CH:84][CH:85]=1, predict the reactants needed to synthesize it. (4) Given the product [CH3:18][S:19]([O:1][CH2:2][CH2:3][CH2:4][N:5]1[CH2:10][CH2:9][O:8][CH2:7][CH2:6]1)(=[O:21])=[O:20], predict the reactants needed to synthesize it. The reactants are: [OH:1][CH2:2][CH2:3][CH2:4][N:5]1[CH2:10][CH2:9][O:8][CH2:7][CH2:6]1.CCN(CC)CC.[CH3:18][S:19](Cl)(=[O:21])=[O:20].